This data is from Catalyst prediction with 721,799 reactions and 888 catalyst types from USPTO. The task is: Predict which catalyst facilitates the given reaction. (1) Reactant: C[O:2][C:3](=O)[C:4]1[CH:9]=[CH:8][N:7]=[C:6]([C:10](=[O:14])[N:11]([CH3:13])[CH3:12])[CH:5]=1.CO.O.[BH4-].[Na+]. Product: [OH:2][CH2:3][C:4]1[CH:9]=[CH:8][N:7]=[C:6]([C:10]([N:11]([CH3:13])[CH3:12])=[O:14])[CH:5]=1. The catalyst class is: 12. (2) Product: [CH2:1]([O:8][C:9]1[CH:10]=[CH:11][C:12]([CH2:15][CH:16]([N:20]2[C:21](=[O:30])[C:22]3[C:27](=[CH:26][CH:25]=[CH:24][CH:23]=3)[C:28]2=[O:29])[C:17]([NH:53][CH2:54][C:55](=[O:57])[CH3:56])=[O:19])=[CH:13][CH:14]=1)[C:2]1[CH:7]=[CH:6][CH:5]=[CH:4][CH:3]=1. Reactant: [CH2:1]([O:8][C:9]1[CH:14]=[CH:13][C:12]([CH2:15][CH:16]([N:20]2[C:28](=[O:29])[C:27]3[C:22](=[CH:23][CH:24]=[CH:25][CH:26]=3)[C:21]2=[O:30])[C:17]([OH:19])=O)=[CH:11][CH:10]=1)[C:2]1[CH:7]=[CH:6][CH:5]=[CH:4][CH:3]=1.C1C=CC2N(O)N=NC=2C=1.CCN=C=NCCCN(C)C.Cl.[NH2:53][CH2:54][C:55](=[O:57])[CH3:56].CCN(CC)CC. The catalyst class is: 18. (3) Product: [Cl:1][C:2]1[CH:7]=[CH:6][CH:5]=[CH:4][C:3]=1[C:8]1[C:16]2[C:11](=[N:12][C:13]([O:30][C:31]3[CH:36]=[CH:35][C:34]([F:37])=[CH:33][C:32]=3[F:38])=[N:14][C:15]=2[NH:17][CH2:18][CH:19]([O:21][C:22](=[O:29])[CH:23]([NH2:27])[CH:24]([CH3:26])[CH3:25])[CH3:20])[NH:10][N:9]=1. The catalyst class is: 12. Reactant: [Cl:1][C:2]1[CH:7]=[CH:6][CH:5]=[CH:4][C:3]=1[C:8]1[C:16]2[C:11](=[N:12][C:13]([O:30][C:31]3[CH:36]=[CH:35][C:34]([F:37])=[CH:33][C:32]=3[F:38])=[N:14][C:15]=2[NH:17][CH2:18][C@@H:19]([O:21][C:22](=[O:29])[C@@H:23]([NH:27]C)[CH:24]([CH3:26])[CH3:25])[CH3:20])[N:10](OCCC[Si](C)(C)C)[N:9]=1.Cl.C(=O)(O)[O-].[Na+].